Dataset: Full USPTO retrosynthesis dataset with 1.9M reactions from patents (1976-2016). Task: Predict the reactants needed to synthesize the given product. (1) The reactants are: [OH-:1].[Na+].[C:3]([C:6]12[CH2:15][CH:10]3[CH2:11][CH:12]([CH2:14][CH:8]([CH2:9]3)[CH2:7]1)[CH2:13]2)(=[O:5])[CH3:4].[Mn]([O-])(=O)(=O)=[O:17].[K+].[OH2:22]. Given the product [OH:1][C:8]12[CH2:14][CH:12]3[CH2:11][CH:10]([CH2:15][C:6]([C:3](=[O:5])[C:4]([OH:17])=[O:22])([CH2:13]3)[CH2:7]1)[CH2:9]2, predict the reactants needed to synthesize it. (2) The reactants are: [NH:1]1[CH:5]=[C:4]([C:6]([O:8][CH2:9][CH3:10])=[O:7])[CH:3]=[N:2]1.CC(C)([O-])C.[K+].Cl[CH2:18][C:19]1[N:20]=[C:21]([C:24]2[CH:29]=[CH:28][CH:27]=[C:26]([C:30]([F:33])([F:32])[F:31])[CH:25]=2)[S:22][CH:23]=1. Given the product [F:33][C:30]([F:31])([F:32])[C:26]1[CH:25]=[C:24]([C:21]2[S:22][CH:23]=[C:19]([CH2:18][N:1]3[CH:5]=[C:4]([C:6]([O:8][CH2:9][CH3:10])=[O:7])[CH:3]=[N:2]3)[N:20]=2)[CH:29]=[CH:28][CH:27]=1, predict the reactants needed to synthesize it.